This data is from Reaction yield outcomes from USPTO patents with 853,638 reactions. The task is: Predict the reaction yield, written as a fraction of the theoretical maximum amount of product (1.0 means a 100% yield; for example, 0.34 means a 34% yield). The reactants are [CH2:1]([O:3][C:4](=[O:37])[CH2:5][C:6]1[N:11](C(OC(C)(C)C)=O)[C:10]2[CH:19]=[CH:20][C:21]([N:23]([S:31]([CH3:34])(=[O:33])=[O:32])C(OC(C)(C)C)=O)=[CH:22][C:9]=2[S:8](=[O:36])(=[O:35])[CH:7]=1)[CH3:2].ClCCl.FC(F)(F)C(O)=O. No catalyst specified. The product is [CH2:1]([O:3][C:4](=[O:37])[CH2:5][C:6]1[NH:11][C:10]2[CH:19]=[CH:20][C:21]([NH:23][S:31]([CH3:34])(=[O:33])=[O:32])=[CH:22][C:9]=2[S:8](=[O:36])(=[O:35])[CH:7]=1)[CH3:2]. The yield is 0.860.